From a dataset of Catalyst prediction with 721,799 reactions and 888 catalyst types from USPTO. Predict which catalyst facilitates the given reaction. (1) Reactant: Cl[C:2]1[CH:10]=[CH:9][C:5]([C:6]([OH:8])=[O:7])=[CH:4][N:3]=1.[CH3:11][O:12][CH2:13][CH2:14][NH2:15]. Product: [CH3:11][O:12][CH2:13][CH2:14][NH:15][C:2]1[CH:10]=[CH:9][C:5]([C:6]([OH:8])=[O:7])=[CH:4][N:3]=1. The catalyst class is: 41. (2) Product: [O:45]1[C:41]2[CH:40]=[CH:39][C:38]([C:2]3[CH:3]=[CH:4][C:5]([C:8]4[N:12]([CH2:13][C@@H:14]5[CH2:18][CH2:17][N:16]([C:19]([CH:21]6[CH2:23][CH2:22]6)=[O:20])[CH2:15]5)[C:11]5[CH:24]=[CH:25][C:26]([C:28]#[N:29])=[CH:27][C:10]=5[N:9]=4)=[CH:6][CH:7]=3)=[CH:46][C:42]=2[CH:43]=[CH:44]1. The catalyst class is: 70. Reactant: Br[C:2]1[CH:7]=[CH:6][C:5]([C:8]2[N:12]([CH2:13][C@@H:14]3[CH2:18][CH2:17][N:16]([C:19]([CH:21]4[CH2:23][CH2:22]4)=[O:20])[CH2:15]3)[C:11]3[CH:24]=[CH:25][C:26]([C:28]#[N:29])=[CH:27][C:10]=3[N:9]=2)=[CH:4][CH:3]=1.CC1(C)C(C)(C)OB([C:38]2[CH:39]=[CH:40][C:41]3[O:45][CH:44]=[CH:43][C:42]=3[CH:46]=2)O1.C(=O)([O-])[O-].[K+].[K+]. (3) Reactant: N[C:2]1[CH:7]=[CH:6][C:5]([S:8]([NH2:11])(=[O:10])=[O:9])=[CH:4][CH:3]=1.[ClH:12].N([O-])=O.[Na+].[S:17](=[O:19])=[O:18]. Product: [S:8]([C:5]1[CH:6]=[CH:7][C:2]([S:17]([Cl:12])(=[O:19])=[O:18])=[CH:3][CH:4]=1)(=[O:10])(=[O:9])[NH2:11]. The catalyst class is: 86. (4) Reactant: [Cl:1][C:2]1[CH:3]=[C:4]2[C:8](=[CH:9][CH:10]=1)[C:7](=O)[O:6]/[C:5]/2=[CH:12]\[C:13]1[CH:18]=[CH:17][C:16]([F:19])=[C:15]([C:20]([N:22]2[CH2:27][CH2:26][CH:25]([O:28][CH3:29])[CH2:24][CH2:23]2)=[O:21])[CH:14]=1.CN(C)C=O.O.[NH2:36][NH2:37]. The catalyst class is: 6. Product: [Cl:1][C:2]1[CH:3]=[C:4]2[C:8](=[CH:9][CH:10]=1)[C:7](=[O:6])[NH:37][N:36]=[C:5]2[CH2:12][C:13]1[CH:18]=[CH:17][C:16]([F:19])=[C:15]([C:20]([N:22]2[CH2:27][CH2:26][CH:25]([O:28][CH3:29])[CH2:24][CH2:23]2)=[O:21])[CH:14]=1.